This data is from Full USPTO retrosynthesis dataset with 1.9M reactions from patents (1976-2016). The task is: Predict the reactants needed to synthesize the given product. The reactants are: [CH3:1][O:2][C:3](=[O:48])[C:4]1[CH:9]=[CH:8][C:7]([CH2:10][O:11][C:12]2[C:17]([Br:18])=[CH:16][C:15]([C:19](=[O:35])[NH:20][CH2:21][CH2:22][CH2:23][CH2:24][CH2:25][CH2:26][CH2:27][CH2:28][C:29]3[CH:34]=[CH:33][CH:32]=[CH:31][CH:30]=3)=[CH:14][C:13]=2[C:36]2[CH:41]=[CH:40][CH:39]=[C:38]([C:42]([F:45])([F:44])[F:43])[CH:37]=2)=[CH:6][C:5]=1[O:46]C.[K+].[Br-]. Given the product [CH3:1][O:2][C:3](=[O:48])[C:4]1[CH:9]=[CH:8][C:7]([CH2:10][O:11][C:12]2[C:17]([Br:18])=[CH:16][C:15]([C:19](=[O:35])[NH:20][CH2:21][CH2:22][CH2:23][CH2:24][CH2:25][CH2:26][CH2:27][CH2:28][C:29]3[CH:30]=[CH:31][CH:32]=[CH:33][CH:34]=3)=[CH:14][C:13]=2[C:36]2[CH:41]=[CH:40][CH:39]=[C:38]([C:42]([F:45])([F:44])[F:43])[CH:37]=2)=[CH:6][C:5]=1[OH:46], predict the reactants needed to synthesize it.